Dataset: Full USPTO retrosynthesis dataset with 1.9M reactions from patents (1976-2016). Task: Predict the reactants needed to synthesize the given product. (1) Given the product [C:1]([C:3]1[C:4]([N:17]2[CH2:18][CH:19]([C:21](=[O:23])[NH:67][S:64]([CH2:63][C:59]3[CH:60]=[CH:61][CH:62]=[C:57]([O:56][CH3:55])[CH:58]=3)(=[O:65])=[O:66])[CH2:20]2)=[N:5][C:6]([CH:14]([F:15])[F:16])=[C:7]([CH:8]=1)[C:9]([O:11][CH2:12][CH3:13])=[O:10])#[N:2], predict the reactants needed to synthesize it. The reactants are: [C:1]([C:3]1[C:4]([N:17]2[CH2:20][CH:19]([C:21]([OH:23])=O)[CH2:18]2)=[N:5][C:6]([CH:14]([F:16])[F:15])=[C:7]([C:9]([O:11][CH2:12][CH3:13])=[O:10])[CH:8]=1)#[N:2].CN(C(ON1N=NC2C=CC=CC1=2)=[N+](C)C)C.[B-](F)(F)(F)F.CCN(C(C)C)C(C)C.[CH3:55][O:56][C:57]1[CH:58]=[C:59]([CH2:63][S:64]([NH2:67])(=[O:66])=[O:65])[CH:60]=[CH:61][CH:62]=1.C([O-])(O)=O.[Na+]. (2) Given the product [ClH:42].[N:8]1([C:5]2[CH:6]=[CH:7][C:2]([NH:1][S:39]([C:37]3[CH:38]=[C:33]([F:32])[CH:34]=[CH:35][C:36]=3[CH3:43])(=[O:41])=[O:40])=[C:3]([NH:22][S:23]([C:26]3[CH:27]=[CH:28][CH:29]=[CH:30][CH:31]=3)(=[O:25])=[O:24])[CH:4]=2)[CH2:14][CH2:13][CH2:12][NH:11][CH2:10][CH2:9]1, predict the reactants needed to synthesize it. The reactants are: [NH2:1][C:2]1[CH:7]=[CH:6][C:5]([N:8]2[CH2:14][CH2:13][CH2:12][N:11](C(OC(C)(C)C)=O)[CH2:10][CH2:9]2)=[CH:4][C:3]=1[NH:22][S:23]([C:26]1[CH:31]=[CH:30][CH:29]=[CH:28][CH:27]=1)(=[O:25])=[O:24].[F:32][C:33]1[CH:34]=[CH:35][C:36]([CH3:43])=[C:37]([S:39]([Cl:42])(=[O:41])=[O:40])[CH:38]=1. (3) Given the product [CH3:11][N:12]1[C:4](=[O:6])[C:3]2[CH:7]=[CH:8][CH:9]=[N:10][C:2]=2[N:1]=[C:26]1[C:25]1[CH:28]=[CH:29][C:22]([O:21][CH2:20][CH2:19][CH2:18][N:13]2[CH2:17][CH2:16][CH2:15][CH2:14]2)=[CH:23][CH:24]=1, predict the reactants needed to synthesize it. The reactants are: [NH2:1][C:2]1[N:10]=[CH:9][CH:8]=[CH:7][C:3]=1[C:4]([OH:6])=O.[CH3:11][NH2:12].[N:13]1([CH2:18][CH2:19][CH2:20][O:21][C:22]2[CH:29]=[CH:28][C:25]([CH:26]=O)=[CH:24][CH:23]=2)[CH2:17][CH2:16][CH2:15][CH2:14]1.